Dataset: Full USPTO retrosynthesis dataset with 1.9M reactions from patents (1976-2016). Task: Predict the reactants needed to synthesize the given product. Given the product [OH:8][CH2:9][CH2:10][CH2:11][C@@H:12]1[CH2:16][O:15][C:14]([CH3:18])([CH3:17])[N:13]1[C:19]([O:21][C:22]([CH3:25])([CH3:24])[CH3:23])=[O:20], predict the reactants needed to synthesize it. The reactants are: [H-].[H-].[H-].[H-].[Li+].[Al+3].C[O:8][C:9](=O)[CH2:10][CH2:11][C@@H:12]1[CH2:16][O:15][C:14]([CH3:18])([CH3:17])[N:13]1[C:19]([O:21][C:22]([CH3:25])([CH3:24])[CH3:23])=[O:20].